From a dataset of M1 muscarinic receptor antagonist screen with 61,756 compounds. Binary Classification. Given a drug SMILES string, predict its activity (active/inactive) in a high-throughput screening assay against a specified biological target. (1) The compound is S1C2N(C(C1(C)C)C(O)=O)C(=O)C2NC(=O)C(N)c1ccccc1. The result is 0 (inactive). (2) The drug is O1c2n(nc(c2C(C(=C1N)C#N)c1ccncc1)C)c1ccc(cc1)C. The result is 0 (inactive).